Task: Binary Classification. Given a miRNA mature sequence and a target amino acid sequence, predict their likelihood of interaction.. Dataset: Experimentally validated miRNA-target interactions with 360,000+ pairs, plus equal number of negative samples (1) The protein sequence of the target gene is MEEGPLPGGLPSPEDAMVTELLSPEGPFASENIGLKAPVKYEEDEFHVFKEAYLGPADPKEPVLHAFNPALGADCKGQVKAKLAGGDSDGGELLGEYPGIPELSALEDVALLQAPQPPACNVHFLSSLLPAHRSPAVLPLGAWVLEGASHPGVRMIPVEIKEAGGTTTSNNPEEATLQNLLAQESCCKFPSSQELEDASCCSLKKDSNPMVICQLKGGTQMLCIDNSRTRELKALHLVPQYQDQNNYLQSDVPKPMTALVGRFLPASTKLNLITQQLEGALPSVVNGSAFPSGSTLPGPP.... The miRNA is hsa-miR-6866-5p with sequence UUAGAGGCUGGAAUAGAGAUUCU. Result: 0 (no interaction). (2) The miRNA is cel-miR-66-5p with sequence CAUGACACUGAUUAGGGAUGUGA. The protein sequence of the target gene is MEKYVAAMVLSAAGDALGYYNGKWEFLQDGEKIHRQLAQLGGLDALDVGRWRVSDDTVMHLATAEALVEAGKAPKLTQLYYLLAKHYQDCMEDMDGRAPGGASVHNAMQLKPGKPNGWRIPFNSHEGGCGAAMRAMCIGLRFPHHSQLDTLIQVSIESGRMTHHHPTGYLGALASALFTAYAVNSRPPLQWGKGLMELLPEAKKYIVQSGYFVEENLQHWSYFQTKWENYLKLRGILDGESAPTFPESFGVKERDQFYTSLSYSGWGGSSGHDAPMIAYDAVLAAGDSWKELAHRAFFHG.... Result: 0 (no interaction). (3) The miRNA is mmu-miR-3470a with sequence UCACUUUGUAGACCAGGCUGG. The protein sequence of the target gene is MGGAVSAGEDNDDLIDNLKEAQYIRTERVEQAFRAIDRGDYYLEGYRDNAYKDLAWKHGNIHLSAPCIYSEVMEALKLQPGLSFLNLGSGTGYLSTMVGLILGPFGINHGIELHSDVVEYAKEKLESFIKNSDSFDKFEFCEPAFVVGNCLQIASDSHQYDRIYCGAGVQKDHENYMKILLKVGGILVMPIEDQLTQIMRTGQNTWESKNILAVSFAPLVQPSKNDNGKPDSVGLPPCAVRNLQDLARIYIRRTLRNFINDEMQAKGIPQRAPPKRKRKRVKQRINTYVFVGNQLIPQPL.... Result: 0 (no interaction).